From a dataset of Forward reaction prediction with 1.9M reactions from USPTO patents (1976-2016). Predict the product of the given reaction. Given the reactants [CH3:1][O:2][C:3](=[O:16])[C:4]1[CH:9]=[CH:8][C:7]([S:10]([CH3:13])(=[O:12])=[O:11])=[CH:6][C:5]=1[O:14]C.Cl.[NH+]1C=CC=C[CH:19]=1, predict the reaction product. The product is: [CH2:1]([O:2][C:3](=[O:16])[C:4]1[CH:9]=[CH:8][C:7]([S:10]([CH3:13])(=[O:12])=[O:11])=[CH:6][C:5]=1[OH:14])[CH3:19].